From a dataset of Forward reaction prediction with 1.9M reactions from USPTO patents (1976-2016). Predict the product of the given reaction. (1) Given the reactants [C:1]([O:5][C:6]([N:8]1[CH2:12][CH2:11][CH2:10][CH2:9]1)=[O:7])([CH3:4])([CH3:3])[CH3:2].C[CH:14]1[O:18][CH2:17]CC1.CC(C)([O-])C.[Na+].C1COCC1.N1C=CN=C1.O, predict the reaction product. The product is: [C:1]([O:5][C:6]([N:8]1[CH2:12][CH2:11][C@H:10]([C@H:14]2[CH2:17][O:18]2)[CH2:9]1)=[O:7])([CH3:4])([CH3:2])[CH3:3]. (2) The product is: [Cl:11][C:5]1[CH:4]=[CH:3][C:2]([NH:1][C:18]([CH:12]2[CH2:17][CH2:16][CH2:15][CH2:14][CH2:13]2)=[O:19])=[CH:10][C:6]=1[C:7]([OH:9])=[O:8]. Given the reactants [NH2:1][C:2]1[CH:3]=[CH:4][C:5]([Cl:11])=[C:6]([CH:10]=1)[C:7]([OH:9])=[O:8].[CH:12]1([C:18](Cl)=[O:19])[CH2:17][CH2:16][CH2:15][CH2:14][CH2:13]1, predict the reaction product. (3) Given the reactants [Br:1][C:2]1[CH:3]=[C:4]2[C:8](=[CH:9][CH:10]=1)[NH:7][CH:6]=[CH:5]2.C(Cl)Cl.[CH3:14][OH:15], predict the reaction product. The product is: [Br:1][C:2]1[CH:3]=[C:4]2[C:8](=[CH:9][CH:10]=1)[NH:7][CH:6]=[C:5]2[C:14](=[O:15])[CH2:5][C:4]1[CH:8]=[CH:9][CH:10]=[CH:2][CH:3]=1. (4) Given the reactants [OH:1][CH2:2][CH:3]1[C:12]2[C:7](=[CH:8][C:9]([O:15][CH3:16])=[C:10]([O:13][CH3:14])[CH:11]=2)[CH2:6][CH2:5][N:4]1[C:17]([C@@H:19]1[CH2:28][C:27]2[C:22](=[CH:23][CH:24]=[CH:25][CH:26]=2)[CH2:21][N:20]1C(OC(C)(C)C)=O)=[O:18].C(O)(C(F)(F)F)=O, predict the reaction product. The product is: [OH:1][CH2:2][CH:3]1[C:12]2[C:7](=[CH:8][C:9]([O:15][CH3:16])=[C:10]([O:13][CH3:14])[CH:11]=2)[CH2:6][CH2:5][N:4]1[C:17]([C@@H:19]1[CH2:28][C:27]2[C:22](=[CH:23][CH:24]=[CH:25][CH:26]=2)[CH2:21][NH:20]1)=[O:18]. (5) Given the reactants [F:1][C:2]([F:20])([F:19])[C:3]1[CH:4]=[C:5]([CH:16]=[CH:17][CH:18]=1)[O:6][CH2:7][C:8]1[O:12][N:11]=[C:10]([C:13]([OH:15])=O)[CH:9]=1.C(N(CC)CC)C.Cl.C(N=C=NCCCN(C)C)C.ON1C2C=CC=CC=2N=N1.[O:50]1[CH2:54][CH2:53][CH:52]([CH2:55][NH2:56])[CH2:51]1, predict the reaction product. The product is: [O:50]1[CH2:54][CH2:53][CH:52]([CH2:55][NH:56][C:13]([C:10]2[CH:9]=[C:8]([CH2:7][O:6][C:5]3[CH:16]=[CH:17][CH:18]=[C:3]([C:2]([F:1])([F:20])[F:19])[CH:4]=3)[O:12][N:11]=2)=[O:15])[CH2:51]1. (6) Given the reactants [CH3:1][O:2][C:3]1[CH:8]=[CH:7][CH:6]=[CH:5][C:4]=1B(O)O.Cl[C:13]1[CH:18]=[CH:17][C:16]([C:19]2[C:28]3[C:23](=[CH:24][C:25]([S:29]([NH:32][C:33]4[CH:38]=[CH:37][N:36]=[CH:35][N:34]=4)(=[O:31])=[O:30])=[CH:26][CH:27]=3)[CH:22]=[CH:21][N:20]=2)=[C:15]([O:39][CH3:40])[CH:14]=1.P([O-])([O-])([O-])=O.[K+].[K+].[K+].Cl, predict the reaction product. The product is: [CH3:1][O:2][C:3]1[CH:8]=[CH:7][CH:6]=[CH:5][C:4]=1[C:13]1[CH:18]=[CH:17][C:16]([C:19]2[C:28]3[C:23](=[CH:24][C:25]([S:29]([NH:32][C:33]4[CH:38]=[CH:37][N:36]=[CH:35][N:34]=4)(=[O:30])=[O:31])=[CH:26][CH:27]=3)[CH:22]=[CH:21][N:20]=2)=[C:15]([O:39][CH3:40])[CH:14]=1.